Dataset: Catalyst prediction with 721,799 reactions and 888 catalyst types from USPTO. Task: Predict which catalyst facilitates the given reaction. (1) The catalyst class is: 87. Reactant: [CH:1]([Si:4]([CH:24]([CH3:26])[CH3:25])([CH:21]([CH3:23])[CH3:22])[O:5][CH2:6][C:7]1[CH:8]=[CH:9][C:10]2[N:11]([C:13]([C:16]([O:18]CC)=[O:17])=[CH:14][N:15]=2)[CH:12]=1)([CH3:3])[CH3:2].[Li+].[OH-]. Product: [CH:24]([Si:4]([CH:1]([CH3:3])[CH3:2])([CH:21]([CH3:23])[CH3:22])[O:5][CH2:6][C:7]1[CH:8]=[CH:9][C:10]2[N:11]([C:13]([C:16]([OH:18])=[O:17])=[CH:14][N:15]=2)[CH:12]=1)([CH3:26])[CH3:25]. (2) Reactant: [C:1](Cl)(=O)[C:2]([Cl:4])=[O:3].C(C1[C:18]2[C:13](=[CH:14][CH:15]=[CH:16][CH:17]=2)[N:12]([C:19]2[N:20]=[CH:21][C:22]3[C:27]([CH:28]=2)=[CH:26][CH:25]=[CH:24][CH:23]=3)[CH:11]=1)(O)=O. Product: [ClH:4].[Cl:4][C:2]([C:1]1[C:14]2[C:13](=[CH:18][CH:17]=[CH:16][CH:15]=2)[N:12]([C:19]2[N:20]=[CH:21][C:22]3[C:27]([CH:28]=2)=[CH:26][CH:25]=[CH:24][CH:23]=3)[CH:11]=1)=[O:3]. The catalyst class is: 4. (3) Reactant: Cl[C:2]1[S:6][N:5]=[C:4]([C:7]2[CH:11]=[CH:10][O:9][CH:8]=2)[N:3]=1.[C:12]([O:16][C:17]([N:19]1[CH2:24][CH2:23][NH:22][CH2:21][CH2:20]1)=[O:18])([CH3:15])([CH3:14])[CH3:13].C(N(CC)CC)C.O. Product: [O:9]1[CH:10]=[CH:11][C:7]([C:4]2[N:3]=[C:2]([N:22]3[CH2:21][CH2:20][N:19]([C:17]([O:16][C:12]([CH3:15])([CH3:14])[CH3:13])=[O:18])[CH2:24][CH2:23]3)[S:6][N:5]=2)=[CH:8]1. The catalyst class is: 9. (4) The catalyst class is: 65. Reactant: [F:1][C:2]([F:14])([F:13])[C:3]1[CH:12]=[CH:11][C:10]2[C:5](=[CH:6][CH:7]=[CH:8][CH:9]=2)[N:4]=1.[N+:15]([O-])([O-:17])=[O:16].[K+]. Product: [N+:15]([C:9]1[CH:8]=[CH:7][CH:6]=[C:5]2[C:10]=1[CH:11]=[CH:12][C:3]([C:2]([F:1])([F:13])[F:14])=[N:4]2)([O-:17])=[O:16]. (5) Reactant: [F:1][C:2]1[CH:7]=[CH:6][CH:5]=[CH:4][C:3]=1[C:8]1[N:9]=[N:10][N:11]([CH3:27])[C:12]=1[C:13]1[N:14]=[CH:15][N:16]([C:18]2[CH:26]=[CH:25][C:21]([C:22]([OH:24])=O)=[CH:20][N:19]=2)[CH:17]=1.CN(C(ON1N=NC2C=CC=CC1=2)=[N+](C)C)C.[B-](F)(F)(F)F.CCN(C(C)C)C(C)C.[NH2:59][CH:60]1[CH2:65][CH2:64][O:63][CH2:62][CH2:61]1. Product: [F:1][C:2]1[CH:7]=[CH:6][CH:5]=[CH:4][C:3]=1[C:8]1[N:9]=[N:10][N:11]([CH3:27])[C:12]=1[C:13]1[N:14]=[CH:15][N:16]([C:18]2[CH:26]=[CH:25][C:21]([C:22]([NH:59][CH:60]3[CH2:65][CH2:64][O:63][CH2:62][CH2:61]3)=[O:24])=[CH:20][N:19]=2)[CH:17]=1. The catalyst class is: 3. (6) Reactant: [C:1]([O:5][C:6]([N:8]1[CH2:24][CH:23]([CH3:25])[N:11]2[C:12]3[CH:13]=[C:14]([C:19]([F:22])([F:21])[F:20])[CH:15]=[CH:16][C:17]=3[CH2:18][CH:10]2[CH2:9]1)=[O:7])([CH3:4])([CH3:3])[CH3:2].[Br:26]N1C(=O)CCC1=O. Product: [C:1]([O:5][C:6]([N:8]1[CH2:24][C@@H:23]([CH3:25])[N:11]2[C:12]3[CH:13]=[C:14]([C:19]([F:20])([F:21])[F:22])[C:15]([Br:26])=[CH:16][C:17]=3[CH2:18][C@@H:10]2[CH2:9]1)=[O:7])([CH3:4])([CH3:2])[CH3:3]. The catalyst class is: 9. (7) Reactant: C(=O)(O)[O-].[Na+].Cl[C:7]1[CH:15]=[C:14]2[C:10]([CH:11]=[N:12][N:13]2[S:16]([C:19]2[CH:24]=[CH:23][CH:22]=[CH:21][CH:20]=2)(=[O:18])=[O:17])=[C:9]([C:25]2[O:26][C:27]([CH2:30][N:31]3[CH2:36][CH2:35][N:34]([CH:37]([CH3:39])[CH3:38])[CH2:33][CH2:32]3)=[CH:28][N:29]=2)[CH:8]=1.CC1(C)C(C)(C)OB([C:48]2[CH:56]=[CH:55][CH:54]=[C:53]3[C:49]=2[CH:50]=[CH:51][NH:52]3)O1. Product: [NH:52]1[C:53]2[C:49](=[C:48]([C:7]3[CH:15]=[C:14]4[C:10]([CH:11]=[N:12][N:13]4[S:16]([C:19]4[CH:20]=[CH:21][CH:22]=[CH:23][CH:24]=4)(=[O:17])=[O:18])=[C:9]([C:25]4[O:26][C:27]([CH2:30][N:31]5[CH2:36][CH2:35][N:34]([CH:37]([CH3:38])[CH3:39])[CH2:33][CH2:32]5)=[CH:28][N:29]=4)[CH:8]=3)[CH:56]=[CH:55][CH:54]=2)[CH:50]=[CH:51]1. The catalyst class is: 657. (8) Reactant: [CH3:1][O:2][C:3]1[CH:4]=[C:5]2[C:10](=[CH:11][C:12]=1[O:13][CH3:14])[N:9]=[CH:8][CH:7]=[C:6]2[O:15][C:16]1[CH:21]=[CH:20][C:19]([NH:22][C:23](=O)[CH2:24][CH2:25][O:26][C:27]2[CH:32]=[CH:31][CH:30]=[CH:29][C:28]=2[CH3:33])=[C:18]([CH3:35])[C:17]=1[CH3:36].Cl.[OH-].[Na+]. Product: [CH3:1][O:2][C:3]1[CH:4]=[C:5]2[C:10](=[CH:11][C:12]=1[O:13][CH3:14])[N:9]=[CH:8][CH:7]=[C:6]2[O:15][C:16]1[CH:21]=[CH:20][C:19]([NH:22][CH2:23][CH2:24][CH2:25][O:26][C:27]2[CH:32]=[CH:31][CH:30]=[CH:29][C:28]=2[CH3:33])=[C:18]([CH3:35])[C:17]=1[CH3:36]. The catalyst class is: 7.